This data is from Reaction yield outcomes from USPTO patents with 853,638 reactions. The task is: Predict the reaction yield, written as a fraction of the theoretical maximum amount of product (1.0 means a 100% yield; for example, 0.34 means a 34% yield). (1) The reactants are [Br:1][C:2]1[C:11]2[C:6](=[CH:7][CH:8]=[CH:9][CH:10]=2)[C:5]([C:12](=[N:14][OH:15])[O-])=[CH:4][CH:3]=1.ClN1C(=O)CCC1=O.[Cl:24][C:25]1[CH:30]=[C:29]([C:31]([C:33]([F:36])([F:35])[F:34])=[CH2:32])[CH:28]=[C:27]([Cl:37])[CH:26]=1.C(N(CC)CC)C. The catalyst is CN(C)C=O.O. The product is [Br:1][C:2]1[C:11]2[C:6](=[CH:7][CH:8]=[CH:9][CH:10]=2)[C:5]([C:12]2[CH2:32][C:31]([C:29]3[CH:28]=[C:27]([Cl:37])[CH:26]=[C:25]([Cl:24])[CH:30]=3)([C:33]([F:34])([F:36])[F:35])[O:15][N:14]=2)=[CH:4][CH:3]=1. The yield is 0.640. (2) The product is [NH2:22][C:23]1[C:24]([C:31]([NH:1][C:2]2[CH:3]=[N:4][CH:5]=[CH:6][C:7]=2[N:8]2[CH2:13][CH2:12][CH2:11][C@H:10]([NH:14][C:15](=[O:21])[O:16][C:17]([CH3:18])([CH3:20])[CH3:19])[CH2:9]2)=[O:32])=[N:25][C:26]([Cl:30])=[C:27]([NH2:29])[N:28]=1. The reactants are [NH2:1][C:2]1[CH:3]=[N:4][CH:5]=[CH:6][C:7]=1[N:8]1[CH2:13][CH2:12][CH2:11][CH:10]([NH:14][C:15](=[O:21])[O:16][C:17]([CH3:20])([CH3:19])[CH3:18])[CH2:9]1.[NH2:22][C:23]1[C:24]([C:31](O)=[O:32])=[N:25][C:26]([Cl:30])=[C:27]([NH2:29])[N:28]=1. The yield is 0.570. No catalyst specified.